This data is from Forward reaction prediction with 1.9M reactions from USPTO patents (1976-2016). The task is: Predict the product of the given reaction. Given the reactants [CH:1]([O:4][C:5]([N:7]1[CH2:12][CH2:11][CH:10]([OH:13])[CH2:9][CH2:8]1)=[O:6])([CH3:3])[CH3:2].[Cl:14][C:15]1[C:20]([O:21][CH3:22])=[C:19](Cl)[N:18]=[CH:17][N:16]=1.CC(C)([O-])C.[K+], predict the reaction product. The product is: [CH:1]([O:4][C:5]([N:7]1[CH2:8][CH2:9][CH:10]([O:13][C:19]2[C:20]([O:21][CH3:22])=[C:15]([Cl:14])[N:16]=[CH:17][N:18]=2)[CH2:11][CH2:12]1)=[O:6])([CH3:3])[CH3:2].